This data is from Forward reaction prediction with 1.9M reactions from USPTO patents (1976-2016). The task is: Predict the product of the given reaction. (1) Given the reactants [F:1][C:2]1[CH:3]=[C:4]([C:8]2[CH:16]=[CH:15][CH:14]=[C:13]3[C:9]=2[CH2:10][C:11](=[O:17])[NH:12]3)[CH:5]=[CH:6][CH:7]=1.[OH:18][CH2:19][CH2:20][CH2:21][C:22]1[C:23]2[CH2:33][CH2:32][CH2:31][CH2:30][CH2:29][C:24]=2[NH:25][C:26]=1[CH:27]=O.N1CCCCC1, predict the reaction product. The product is: [F:1][C:2]1[CH:3]=[C:4]([C:8]2[CH:16]=[CH:15][CH:14]=[C:13]3[C:9]=2/[C:10](=[CH:27]/[C:26]2[NH:25][C:24]4[CH2:29][CH2:30][CH2:31][CH2:32][CH2:33][C:23]=4[C:22]=2[CH2:21][CH2:20][CH2:19][OH:18])/[C:11](=[O:17])[NH:12]3)[CH:5]=[CH:6][CH:7]=1. (2) Given the reactants [C:1](OCC)(=[O:7])[C:2](OCC)=[O:3].[CH2:11]([O:13][C:14](=[O:21])[CH2:15][S:16][CH2:17][C:18]([O-:20])=[O:19])[CH3:12].O.Cl.[CH3:24][CH2:25]O, predict the reaction product. The product is: [C:18]([C:17]1[S:16][C:15]([C:14]([O:13][CH2:11][CH3:12])=[O:21])=[C:1]([OH:7])[C:2]=1[OH:3])([O:20][CH2:24][CH3:25])=[O:19].